This data is from Full USPTO retrosynthesis dataset with 1.9M reactions from patents (1976-2016). The task is: Predict the reactants needed to synthesize the given product. Given the product [CH3:38][Si:37]([C:41]#[C:42][C:2]1[CH:3]=[C:4]([CH:8]=[CH:9][CH:10]=1)[C:5]([NH2:7])=[O:6])([CH3:40])[CH3:39], predict the reactants needed to synthesize it. The reactants are: I[C:2]1[CH:3]=[C:4]([CH:8]=[CH:9][CH:10]=1)[C:5]([NH2:7])=[O:6].C1(P(C2C=CC=CC=2)C2C=CC=CC=2)C=CC=CC=1.C(N(CC)CC)C.[Si:37]([C:41]#[CH:42])([CH3:40])([CH3:39])[CH3:38].